This data is from Reaction yield outcomes from USPTO patents with 853,638 reactions. The task is: Predict the reaction yield, written as a fraction of the theoretical maximum amount of product (1.0 means a 100% yield; for example, 0.34 means a 34% yield). (1) The yield is 1.00. The product is [C:29]([NH:28][S:27]([C:22]1[CH:23]=[CH:24][CH:25]=[CH:26][C:21]=1[C:18]1[CH:19]=[CH:20][C:15]([NH:14][C:13]([CH:9]2[CH2:10][CH2:11][CH2:12][NH:8]2)=[O:35])=[N:16][CH:17]=1)(=[O:34])=[O:33])([CH3:32])([CH3:30])[CH3:31]. The reactants are C(OC([N:8]1[CH2:12][CH2:11][CH2:10][CH:9]1[C:13](=[O:35])[NH:14][C:15]1[CH:20]=[CH:19][C:18]([C:21]2[CH:26]=[CH:25][CH:24]=[CH:23][C:22]=2[S:27](=[O:34])(=[O:33])[NH:28][C:29]([CH3:32])([CH3:31])[CH3:30])=[CH:17][N:16]=1)=O)(C)(C)C.FC(F)(F)C(O)=O. The catalyst is C(Cl)Cl.C(Cl)(Cl)Cl. (2) The reactants are [F:1][C:2]1[CH:7]=[C:6](I)[CH:5]=[CH:4][C:3]=1[N:9]1[CH:14]=[C:13]([O:15][CH3:16])[C:12](=[O:17])[C:11]([C:18]2[N:22]([C:23]3[CH:28]=[CH:27][CH:26]=[CH:25][CH:24]=3)[N:21]=[CH:20][CH:19]=2)=[N:10]1.[NH:29]1[CH2:33][CH:32]=[CH:31][CH2:30]1.CC1(C)C2C(=C(P(C3C=CC=CC=3)C3C=CC=CC=3)C=CC=2)OC2C(P(C3C=CC=CC=3)C3C=CC=CC=3)=CC=CC1=2.CC([O-])(C)C.[Na+]. The catalyst is O1CCOCC1.C1C=CC(/C=C/C(/C=C/C2C=CC=CC=2)=O)=CC=1.C1C=CC(/C=C/C(/C=C/C2C=CC=CC=2)=O)=CC=1.C1C=CC(/C=C/C(/C=C/C2C=CC=CC=2)=O)=CC=1.[Pd].[Pd].O. The product is [N:29]1([C:6]2[CH:5]=[CH:4][C:3]([N:9]3[CH:14]=[C:13]([O:15][CH3:16])[C:12](=[O:17])[C:11]([C:18]4[N:22]([C:23]5[CH:28]=[CH:27][CH:26]=[CH:25][CH:24]=5)[N:21]=[CH:20][CH:19]=4)=[N:10]3)=[C:2]([F:1])[CH:7]=2)[CH2:33][CH:32]=[CH:31][CH2:30]1. The yield is 0.510. (3) The reactants are [CH3:1][N:2]([CH2:20][C:21]([O:23]C(C)(C)C)=[O:22])[C:3]1[N:8]=[CH:7][CH:6]=[C:5]([C:9]2[S:10][C:11]3[CH:19]=[CH:18][CH:17]=[CH:16][C:12]=3[C:13](=[O:15])[N:14]=2)[N:4]=1.C(OC(C)C)(C)C. The catalyst is FC(F)(F)C(O)=O. The product is [CH3:1][N:2]([CH2:20][C:21]([OH:23])=[O:22])[C:3]1[N:8]=[CH:7][CH:6]=[C:5]([C:9]2[S:10][C:11]3[CH:19]=[CH:18][CH:17]=[CH:16][C:12]=3[C:13](=[O:15])[N:14]=2)[N:4]=1. The yield is 0.870. (4) No catalyst specified. The yield is 0.750. The reactants are [CH:1]1[C:10]2[C:5](=[CH:6][CH:7]=[CH:8][CH:9]=2)[CH:4]=[C:3]([C:11]([OH:13])=O)[N:2]=1.CN(C(ON1N=NC2C=CC=CC1=2)=[N+](C)C)C.F[P-](F)(F)(F)(F)F.[CH3:38][O:39][C:40]([C:42]1[C:50]2[N:49]=[C:48]([NH2:51])[NH:47][C:46]=2[CH:45]=[C:44]([C:52]2[CH:57]=[CH:56][N:55]=[CH:54][CH:53]=2)[CH:43]=1)=[O:41]. The product is [CH3:38][O:39][C:40]([C:42]1[C:50]2[NH:49][C:48]([NH:51][C:11]([C:3]3[N:2]=[CH:1][C:10]4[C:5]([CH:4]=3)=[CH:6][CH:7]=[CH:8][CH:9]=4)=[O:13])=[N:47][C:46]=2[CH:45]=[C:44]([C:52]2[CH:57]=[CH:56][N:55]=[CH:54][CH:53]=2)[CH:43]=1)=[O:41]. (5) The reactants are [C:1]([C:5]1[N:9]([CH3:10])[N:8]([CH2:11][CH:12]2[CH2:15][CH2:14][CH2:13]2)[C:7](=[NH:16])[CH:6]=1)([CH3:4])([CH3:3])[CH3:2].CCN(CC)CC.[F:24][C:25]1[CH:33]=[CH:32][C:31]([CH3:34])=[CH:30][C:26]=1[C:27](Cl)=[O:28]. The catalyst is C1COCC1. The product is [C:1]([C:5]1[N:9]([CH3:10])[N:8]([CH2:11][CH:12]2[CH2:13][CH2:14][CH2:15]2)/[C:7](=[N:16]/[C:27](=[O:28])[C:26]2[CH:30]=[C:31]([CH3:34])[CH:32]=[CH:33][C:25]=2[F:24])/[CH:6]=1)([CH3:4])([CH3:2])[CH3:3]. The yield is 0.500. (6) The reactants are CC(C)(C)C([NH:5][C:6]1[CH:11]=[CH:10][CH:9]=[C:8]([O:12][CH3:13])[C:7]=1/[CH:14]=[CH:15]/[C:16](=O)[C:17]1[CH:22]=[CH:21][CH:20]=[CH:19][CH:18]=1)=O.C([O-])(O)=O.[Na+]. The catalyst is S(=O)(=O)(O)O. The product is [CH3:13][O:12][C:8]1[CH:9]=[CH:10][CH:11]=[C:6]2[C:7]=1[CH:14]=[CH:15][C:16]([C:17]1[CH:22]=[CH:21][CH:20]=[CH:19][CH:18]=1)=[N:5]2. The yield is 0.960. (7) The reactants are [Cl:1][C:2]1[CH:24]=[CH:23][C:5]([CH2:6][C:7]2[N:8]=[C:9]([C:17]3[CH:22]=[CH:21][N:20]=[CH:19][CH:18]=3)[S:10][C:11]=2[C:12]([O:14][CH2:15]C)=[O:13])=[CH:4][CH:3]=1.C1C=C(Cl)C=C(C(OO)=[O:33])C=1.C(Cl)Cl.C(=O)(O)[O-].[Na+]. The catalyst is CN(C=O)C. The product is [Cl:1][C:2]1[CH:24]=[CH:23][C:5]([CH2:6][C:7]2[N:8]=[C:9]([C:17]3[CH:22]=[CH:21][N+:20]([O-:33])=[CH:19][CH:18]=3)[S:10][C:11]=2[C:12]([O:14][CH3:15])=[O:13])=[CH:4][CH:3]=1. The yield is 1.00.